This data is from CYP2D6 inhibition data for predicting drug metabolism from PubChem BioAssay. The task is: Regression/Classification. Given a drug SMILES string, predict its absorption, distribution, metabolism, or excretion properties. Task type varies by dataset: regression for continuous measurements (e.g., permeability, clearance, half-life) or binary classification for categorical outcomes (e.g., BBB penetration, CYP inhibition). Dataset: cyp2d6_veith. (1) The molecule is N[C@H]1[C@@H](C(=O)O)[C@H]2C=C[C@H]1C2.O=S(=O)(O)c1ccccc1. The result is 0 (non-inhibitor). (2) The molecule is Cc1cc(C)c(C(N)=O)c(SCC(=O)c2ccc(Cl)cc2)n1. The result is 0 (non-inhibitor).